From a dataset of NCI-60 drug combinations with 297,098 pairs across 59 cell lines. Regression. Given two drug SMILES strings and cell line genomic features, predict the synergy score measuring deviation from expected non-interaction effect. Drug 1: CCC(=C(C1=CC=CC=C1)C2=CC=C(C=C2)OCCN(C)C)C3=CC=CC=C3.C(C(=O)O)C(CC(=O)O)(C(=O)O)O. Drug 2: CN1C(=O)N2C=NC(=C2N=N1)C(=O)N. Cell line: HOP-92. Synergy scores: CSS=-2.96, Synergy_ZIP=-0.438, Synergy_Bliss=-6.68, Synergy_Loewe=-3.48, Synergy_HSA=-8.56.